Dataset: Catalyst prediction with 721,799 reactions and 888 catalyst types from USPTO. Task: Predict which catalyst facilitates the given reaction. (1) Reactant: [CH3:1][O:2][C:3]1[CH:4]=[C:5]([CH:11]=[CH:12][C:13]=1[O:14][CH2:15][C:16]1[N:17]=[C:18]([CH2:21][C:22]2[CH:27]=[CH:26][C:25]([NH2:28])=[CH:24][CH:23]=2)[S:19][CH:20]=1)[C:6]([O:8][CH2:9][CH3:10])=[O:7].C(N(CC)CC)C.[C:36]1([CH3:45])[C:37]([N:42]=[C:43]=[O:44])=[CH:38][CH:39]=[CH:40][CH:41]=1. Product: [CH3:1][O:2][C:3]1[CH:4]=[C:5]([CH:11]=[CH:12][C:13]=1[O:14][CH2:15][C:16]1[N:17]=[C:18]([CH2:21][C:22]2[CH:23]=[CH:24][C:25]([NH:28][C:43]([NH:42][C:37]3[CH:38]=[CH:39][CH:40]=[CH:41][C:36]=3[CH3:45])=[O:44])=[CH:26][CH:27]=2)[S:19][CH:20]=1)[C:6]([O:8][CH2:9][CH3:10])=[O:7]. The catalyst class is: 1. (2) Reactant: [N:1]1[C:10]2[C:5](=[CH:6][CH:7]=[CH:8][CH:9]=2)[C:4]([O:11][C@H:12]2[CH2:17][CH2:16][C@H:15]([CH:18]([NH2:21])[CH2:19][CH3:20])[CH2:14][CH2:13]2)=[CH:3][CH:2]=1.C1C=CC2N(O)N=NC=2C=1.C(Cl)CCl.[Cl:36][C:37]1[CH:45]=[CH:44][C:40]([C:41](O)=[O:42])=[CH:39][CH:38]=1. Product: [Cl:36][C:37]1[CH:45]=[CH:44][C:40]([C:41]([NH:21][CH:18]([C@H:15]2[CH2:14][CH2:13][C@H:12]([O:11][C:4]3[C:5]4[C:10](=[CH:9][CH:8]=[CH:7][CH:6]=4)[N:1]=[CH:2][CH:3]=3)[CH2:17][CH2:16]2)[CH2:19][CH3:20])=[O:42])=[CH:39][CH:38]=1. The catalyst class is: 3.